From a dataset of CYP2C9 inhibition data for predicting drug metabolism from PubChem BioAssay. Regression/Classification. Given a drug SMILES string, predict its absorption, distribution, metabolism, or excretion properties. Task type varies by dataset: regression for continuous measurements (e.g., permeability, clearance, half-life) or binary classification for categorical outcomes (e.g., BBB penetration, CYP inhibition). Dataset: cyp2c9_veith. (1) The result is 0 (non-inhibitor). The compound is COc1ccc(-n2c(=O)c(-c3cc(F)cc(F)c3)nc3cnc(N4CCOCC4)nc32)cc1. (2) The drug is OC[C@H]1O[C@H](n2cnc3c(NC4CCCC4)nc(Cl)nc32)[C@@H](O)[C@@H]1O. The result is 0 (non-inhibitor). (3) The result is 0 (non-inhibitor). The molecule is C[C@@]12C(=O)OC(=O)[C@@]1(C)[C@@H]1CC[C@@H]2O1. (4) The molecule is CN=C(NC#N)NCCSCc1csc(N=C(N)N)n1. The result is 0 (non-inhibitor). (5) The drug is Cc1cccc(-c2nsc(SCC(=O)Nc3nccs3)n2)c1. The result is 1 (inhibitor). (6) The drug is O=C(CNC(=O)c1ccco1)OC(C(=O)c1ccccc1)c1ccccc1. The result is 1 (inhibitor). (7) The result is 0 (non-inhibitor). The molecule is O=C(Nc1c2c(nn1-c1ccc(F)cc1)CS(=O)(=O)C2)C12CC3CC(CC(C3)C1)C2.